From a dataset of Peptide-MHC class II binding affinity with 134,281 pairs from IEDB. Regression. Given a peptide amino acid sequence and an MHC pseudo amino acid sequence, predict their binding affinity value. This is MHC class II binding data. (1) The peptide sequence is VWRIDTPDKLTGPFT. The MHC is DRB1_0401 with pseudo-sequence DRB1_0401. The binding affinity (normalized) is 0.258. (2) The peptide sequence is PTFAKAMEKLSVLKV. The MHC is DRB1_0701 with pseudo-sequence DRB1_0701. The binding affinity (normalized) is 0.557. (3) The peptide sequence is DAFIAALTEALRVIA. The MHC is DRB1_0701 with pseudo-sequence DRB1_0701. The binding affinity (normalized) is 0.992. (4) The peptide sequence is SDSWLKDSAIMVASD. The MHC is DRB1_0301 with pseudo-sequence DRB1_0301. The binding affinity (normalized) is 0.620.